This data is from Forward reaction prediction with 1.9M reactions from USPTO patents (1976-2016). The task is: Predict the product of the given reaction. (1) Given the reactants [CH3:1][O:2][C:3]1[CH:30]=[CH:29][C:6]([CH2:7][NH:8][C:9]([C:11]2([CH2:24][CH2:25][CH2:26][CH2:27]Br)[C:23]3[CH:22]=[CH:21][CH:20]=[CH:19][C:18]=3[C:17]3[C:12]2=[CH:13][CH:14]=[CH:15][CH:16]=3)=[O:10])=[CH:5][CH:4]=1.[N:31]1([C:38]2[S:39][C:40]3[CH:46]=[CH:45][CH:44]=[CH:43][C:41]=3[N:42]=2)[CH2:37][CH2:36][CH2:35][NH:34][CH2:33][CH2:32]1, predict the reaction product. The product is: [CH3:1][O:2][C:3]1[CH:30]=[CH:29][C:6]([CH2:7][NH:8][C:9]([C:11]2([CH2:24][CH2:25][CH2:26][CH2:27][N:34]3[CH2:35][CH2:36][CH2:37][N:31]([C:38]4[S:39][C:40]5[CH:46]=[CH:45][CH:44]=[CH:43][C:41]=5[N:42]=4)[CH2:32][CH2:33]3)[C:23]3[CH:22]=[CH:21][CH:20]=[CH:19][C:18]=3[C:17]3[C:12]2=[CH:13][CH:14]=[CH:15][CH:16]=3)=[O:10])=[CH:5][CH:4]=1. (2) Given the reactants [CH2:1]([O:8][C:9]1[CH:10]=[C:11]([CH:14]=[CH:15][C:16]=1I)[CH:12]=[O:13])[C:2]1[CH:7]=[CH:6][CH:5]=[CH:4][CH:3]=1.[F:18][C:19]1[CH:20]=[CH:21][C:22]([O:28][CH3:29])=[C:23](B(O)O)[CH:24]=1.C(=O)([O-])[O-].[K+].[K+], predict the reaction product. The product is: [CH2:1]([O:8][C:9]1[CH:10]=[C:11]([CH:12]=[O:13])[CH:14]=[CH:15][C:16]=1[C:21]1[CH:20]=[C:19]([F:18])[CH:24]=[CH:23][C:22]=1[O:28][CH3:29])[C:2]1[CH:7]=[CH:6][CH:5]=[CH:4][CH:3]=1. (3) Given the reactants [OH:1][C:2]1[CH:7]=[CH:6][C:5]([CH2:8][CH2:9][C:10]([C:12]2[S:13][C:14]([C:17]3[CH:22]=[CH:21][C:20]([C:23]([F:26])([F:25])[F:24])=[CH:19][CH:18]=3)=[CH:15][CH:16]=2)=[O:11])=[CH:4][CH:3]=1.Br[CH:28]([CH2:36][CH3:37])[C:29]([O:31][C:32]([CH3:35])([CH3:34])[CH3:33])=[O:30], predict the reaction product. The product is: [O:11]=[C:10]([C:12]1[S:13][C:14]([C:17]2[CH:22]=[CH:21][C:20]([C:23]([F:26])([F:24])[F:25])=[CH:19][CH:18]=2)=[CH:15][CH:16]=1)[CH2:9][CH2:8][C:5]1[CH:6]=[CH:7][C:2]([O:1][CH:28]([CH2:36][CH3:37])[C:29]([O:31][C:32]([CH3:35])([CH3:34])[CH3:33])=[O:30])=[CH:3][CH:4]=1. (4) The product is: [C:11]1([N:10]2[C:5]3=[N:6][CH:7]=[CH:8][CH:9]=[C:4]3[CH:3]([CH:17]=[O:18])[CH:2]2[N:19]2[CH2:24][CH2:23][NH:22][CH2:21][CH2:20]2)[CH:16]=[CH:15][CH:14]=[CH:13][CH:12]=1. Given the reactants Cl[CH:2]1[N:10]([C:11]2[CH:16]=[CH:15][CH:14]=[CH:13][CH:12]=2)[C:5]2=[N:6][CH:7]=[CH:8][CH:9]=[C:4]2[CH:3]1[CH:17]=[O:18].[NH:19]1[CH2:24][CH2:23][NH:22][CH2:21][CH2:20]1, predict the reaction product. (5) Given the reactants CCN(C(C)C)C(C)C.CN(C(ON1N=NC2C=CC=CC1=2)=[N+](C)C)C.[B-](F)(F)(F)F.[CH2:32]([O:34][C:35](=[O:40])[CH2:36][C:37]([O-:39])=O)[CH3:33].FC(F)(F)C(O)=O.[CH3:48][O:49][C:50]1[CH:70]=[CH:69][C:53]([O:54][C:55]2[CH:68]=[CH:67][C:58]([CH2:59][NH:60][C:61]([C:63]3([NH2:66])[CH2:65][CH2:64]3)=[O:62])=[CH:57][CH:56]=2)=[C:52]([C:71]([F:74])([F:73])[F:72])[CH:51]=1, predict the reaction product. The product is: [CH2:32]([O:34][C:35](=[O:40])[CH2:36][C:37]([NH:66][C:63]1([C:61](=[O:62])[NH:60][CH2:59][C:58]2[CH:57]=[CH:56][C:55]([O:54][C:53]3[CH:69]=[CH:70][C:50]([O:49][CH3:48])=[CH:51][C:52]=3[C:71]([F:73])([F:74])[F:72])=[CH:68][CH:67]=2)[CH2:65][CH2:64]1)=[O:39])[CH3:33]. (6) Given the reactants [NH2:1][CH2:2][C:3]1[CH:4]=[CH:5][C:6]([CH2:11][N:12]([CH2:23][C:24]2[C:29]([CH3:30])=[CH:28][C:27]([CH3:31])=[CH:26][N:25]=2)[CH:13]2[C:22]3[N:21]=[CH:20][CH:19]=[CH:18][C:17]=3[CH2:16][CH2:15][CH2:14]2)=[C:7]([CH2:9][OH:10])[CH:8]=1.[C:32]1([C@H:38]([CH2:42][CH3:43])[C:39](O)=[O:40])[CH:37]=[CH:36][CH:35]=[CH:34][CH:33]=1.CCN=C=NCCCN(C)C.C1C=CC2N(O)N=NC=2C=1.CCN(C(C)C)C(C)C, predict the reaction product. The product is: [CH3:30][C:29]1[C:24]([CH2:23][N:12]([CH2:11][C:6]2[CH:5]=[CH:4][C:3]([CH2:2][NH:1][C:39](=[O:40])[CH:38]([C:32]3[CH:37]=[CH:36][CH:35]=[CH:34][CH:33]=3)[CH2:42][CH3:43])=[CH:8][C:7]=2[CH2:9][OH:10])[CH:13]2[C:22]3[N:21]=[CH:20][CH:19]=[CH:18][C:17]=3[CH2:16][CH2:15][CH2:14]2)=[N:25][CH:26]=[C:27]([CH3:31])[CH:28]=1.